From a dataset of Reaction yield outcomes from USPTO patents with 853,638 reactions. Predict the reaction yield, written as a fraction of the theoretical maximum amount of product (1.0 means a 100% yield; for example, 0.34 means a 34% yield). (1) The reactants are [Br:1][C:2]1[CH:7]=[CH:6][C:5](Br)=[CH:4][N:3]=1.C([Mg]Cl)(C)C.[CH3:14][S:15](Cl)(=[O:17])=[O:16]. The catalyst is O1CCCC1. The product is [Br:1][C:2]1[CH:7]=[CH:6][C:5]([S:15]([CH3:14])(=[O:17])=[O:16])=[CH:4][N:3]=1. The yield is 0.590. (2) The reactants are C[O:2][C:3](=[O:23])[C@@H:4]([N:9]1[CH2:17][C:16]2[C:11](=[CH:12][CH:13]=[CH:14][C:15]=2[C:18]([F:21])([F:20])[F:19])[C:10]1=[O:22])[CH2:5][CH:6]([CH3:8])[CH3:7].O.[OH-].[Li+]. The catalyst is O1CCCC1.O. The product is [CH3:7][CH:6]([CH3:8])[CH2:5][C@H:4]([N:9]1[CH2:17][C:16]2[C:11](=[CH:12][CH:13]=[CH:14][C:15]=2[C:18]([F:21])([F:19])[F:20])[C:10]1=[O:22])[C:3]([OH:23])=[O:2]. The yield is 0.970. (3) The reactants are [N+:1]([O-:4])(O)=[O:2].[C:5]([C:8]1[CH:22]=[CH:21][C:11]([O:12][CH2:13][CH2:14][CH2:15][C:16]([O:18][CH2:19][CH3:20])=[O:17])=[C:10]([O:23][CH3:24])[CH:9]=1)(=[O:7])[CH3:6]. The catalyst is O. The product is [C:5]([C:8]1[C:22]([N+:1]([O-:4])=[O:2])=[CH:21][C:11]([O:12][CH2:13][CH2:14][CH2:15][C:16]([O:18][CH2:19][CH3:20])=[O:17])=[C:10]([O:23][CH3:24])[CH:9]=1)(=[O:7])[CH3:6]. The yield is 0.453. (4) The reactants are [Br:1][C:2]1[CH:7]=[CH:6][C:5]([C:8]2[S:12][C:11]3[CH:13]=[C:14]([O:17]C)[CH:15]=[CH:16][C:10]=3[CH:9]=2)=[CH:4][CH:3]=1.B(Br)(Br)Br. No catalyst specified. The product is [Br:1][C:2]1[CH:7]=[CH:6][C:5]([C:8]2[S:12][C:11]3[CH:13]=[C:14]([OH:17])[CH:15]=[CH:16][C:10]=3[CH:9]=2)=[CH:4][CH:3]=1. The yield is 0.880. (5) The reactants are Cl.[CH:2]12[NH:9][CH:6]([CH2:7][CH2:8]1)[CH2:5][C:4](=[O:10])[CH2:3]2.Cl[C:12]1[N:17]=[CH:16][CH:15]=[CH:14][N:13]=1.C([O-])(O)=O.[Na+]. The catalyst is C(O)(C)C. The product is [N:13]1[CH:14]=[CH:15][CH:16]=[N:17][C:12]=1[N:9]1[CH:6]2[CH2:7][CH2:8][CH:2]1[CH2:3][C:4](=[O:10])[CH2:5]2. The yield is 0.529. (6) The product is [F:6][C@H:7]([C:11]1[S:4][C:3]([NH2:5])=[N:2][N:1]=1)[CH3:8]. The catalyst is O1CCOCC1. The yield is 0.700. The reactants are [NH2:1][NH:2][C:3]([NH2:5])=[S:4].[F:6][C@@H:7]([CH3:11])[C:8](O)=O.O=P(Cl)(Cl)Cl.